This data is from Catalyst prediction with 721,799 reactions and 888 catalyst types from USPTO. The task is: Predict which catalyst facilitates the given reaction. (1) Reactant: C[Si]([N:5]=[C:6]=[O:7])(C)C.[Cl:8][C:9]1[C:14]([S:15][CH3:16])=[C:13]([N:17]2[CH2:22][CH2:21][O:20][CH2:19][CH2:18]2)[N:12]=[C:11]([C:23]2[CH:28]=[CH:27][C:26]([NH2:29])=[CH:25][CH:24]=2)[N:10]=1. Product: [Cl:8][C:9]1[C:14]([S:15][CH3:16])=[C:13]([N:17]2[CH2:22][CH2:21][O:20][CH2:19][CH2:18]2)[N:12]=[C:11]([C:23]2[CH:28]=[CH:27][C:26]([NH:29][C:6]([NH2:5])=[O:7])=[CH:25][CH:24]=2)[N:10]=1. The catalyst class is: 1. (2) Reactant: [NH2:1]/[C:2](/[CH2:8][C:9]1[CH:14]=[C:13]([F:15])[C:12]([F:16])=[CH:11][C:10]=1[F:17])=[CH:3]\[C:4]([O:6][CH3:7])=[O:5].S(=O)(=O)(O)O.C([BH3-])#N.[Na+].Cl.C(=O)([O-])[O-].[Na+].[Na+]. Product: [NH2:1][CH:2]([CH2:8][C:9]1[CH:14]=[C:13]([F:15])[C:12]([F:16])=[CH:11][C:10]=1[F:17])[CH2:3][C:4]([O:6][CH3:7])=[O:5]. The catalyst class is: 24.